This data is from Catalyst prediction with 721,799 reactions and 888 catalyst types from USPTO. The task is: Predict which catalyst facilitates the given reaction. (1) Reactant: [OH:1][C:2]1[CH:3]=[C:4]([C:11]2[CH:16]=[CH:15][CH:14]=[CH:13][C:12]=2[C:17]([F:20])([F:19])[F:18])[CH:5]=[CH:6][C:7]=1[C:8]([OH:10])=O.[C:21]([C:25]1[CH:31]=[CH:30][C:28]([NH2:29])=[CH:27][CH:26]=1)([CH3:24])([CH3:23])[CH3:22].F[P-](F)(F)(F)(F)F.N1(O[P+](N(C)C)(N(C)C)N(C)C)C2C=CC=CC=2N=N1.C(N(CC)CC)C. Product: [C:21]([C:25]1[CH:26]=[CH:27][C:28]([NH:29][C:8]([C:7]2[CH:6]=[CH:5][C:4]([C:11]3[CH:16]=[CH:15][CH:14]=[CH:13][C:12]=3[C:17]([F:18])([F:20])[F:19])=[CH:3][C:2]=2[OH:1])=[O:10])=[CH:30][CH:31]=1)([CH3:24])([CH3:22])[CH3:23]. The catalyst class is: 3. (2) Reactant: [Cl-].[NH4+].C(N(C(C)C)CC)(C)C.C[N:13](C)[CH:14]=[O:15].[CH3:17][O:18][C:19]1[CH:20]=[CH:21][C:22]2[N:23]([N:25]=[C:26]([C:38]3[CH:43]=[CH:42][CH:41]=[CH:40][CH:39]=3)[C:27]=2[CH2:28][C:29]2[N:34]=[C:33](C(O)=O)[CH:32]=[CH:31][CH:30]=2)[CH:24]=1. Product: [CH3:17][O:18][C:19]1[CH:20]=[CH:21][C:22]2[N:23]([N:25]=[C:26]([C:38]3[CH:43]=[CH:42][CH:41]=[CH:40][CH:39]=3)[C:27]=2[CH2:28][C:29]2[N:34]=[C:33]([C:14]([NH2:13])=[O:15])[CH:32]=[CH:31][CH:30]=2)[CH:24]=1. The catalyst class is: 6. (3) Reactant: [CH3:1][C:2]1[CH:7]=[C:6]([CH3:8])[NH:5][C:4](=[O:9])[C:3]=1[CH2:10][NH:11][C:12]([C:14]1[CH:15]=[C:16]([C:30]2[CH:35]=[CH:34][C:33]([CH2:36][N:37]3[CH2:42][CH2:41][O:40][CH2:39][CH2:38]3)=[CH:32][CH:31]=2)[CH:17]=[C:18]([N:21]([CH2:28][CH3:29])[CH:22]2[CH2:27][CH2:26][S:25][CH2:24][CH2:23]2)[C:19]=1[CH3:20])=[O:13].C1C=C(Cl)C=C(C(OO)=[O:51])C=1. Product: [CH3:1][C:2]1[CH:7]=[C:6]([CH3:8])[NH:5][C:4](=[O:9])[C:3]=1[CH2:10][NH:11][C:12]([C:14]1[CH:15]=[C:16]([C:30]2[CH:35]=[CH:34][C:33]([CH2:36][N:37]3[CH2:38][CH2:39][O:40][CH2:41][CH2:42]3)=[CH:32][CH:31]=2)[CH:17]=[C:18]([N:21]([CH2:28][CH3:29])[CH:22]2[CH2:27][CH2:26][S:25](=[O:51])[CH2:24][CH2:23]2)[C:19]=1[CH3:20])=[O:13]. The catalyst class is: 2. (4) The catalyst class is: 1. Reactant: [ClH:1].[O:2]=[C:3]1[N:7]([C:8]2[N:13]=[CH:12][C:11]([C:14]([NH2:16])=[O:15])=[CH:10][CH:9]=2)[NH:6][CH:5]=[C:4]1[C:17]1[CH:18]=[N:19][CH:20]=[CH:21][CH:22]=1.[C:23](N)([CH3:26])([CH3:25])[CH3:24]. Product: [ClH:1].[C:23]([NH:16][C:14]([C:11]1[CH:12]=[N:13][C:8]([N:7]2[C:3](=[O:2])[C:4]([C:17]3[CH:18]=[N:19][CH:20]=[CH:21][CH:22]=3)=[CH:5][NH:6]2)=[CH:9][CH:10]=1)=[O:15])([CH3:26])([CH3:25])[CH3:24]. (5) Reactant: [Li+].CC([N-]C(C)C)C.[Cl:9][C:10]1[CH:15]=[C:14]([Cl:16])[N:13]=[CH:12][N:11]=1.[CH:17]1([CH:20]=[O:21])[CH2:19][CH2:18]1. Product: [CH:17]1([CH:20]([C:15]2[C:10]([Cl:9])=[N:11][CH:12]=[N:13][C:14]=2[Cl:16])[OH:21])[CH2:19][CH2:18]1. The catalyst class is: 1. (6) Reactant: [Cl:1][C:2]1[CH:15]=[CH:14][CH:13]=[CH:12][C:3]=1[CH2:4][NH:5][C:6]1[S:7][CH2:8][C:9](=[O:11])[N:10]=1.C(O[Na])(C)=O.[CH:21]([C:23]1[N:24]=[C:25]2[C:30](=[CH:31][CH:32]=1)[N:29]=[CH:28][C:27]([C:33]#[N:34])=[C:26]2OC(C)C)=O. Product: [Cl:1][C:2]1[CH:15]=[CH:14][CH:13]=[CH:12][C:3]=1[CH2:4][NH:5][C:6]1[S:7][C:8](=[CH:21][C:23]2[N:24]=[C:25]3[C:30](=[CH:31][CH:32]=2)[N:29]=[CH:28][C:27]([C:33]#[N:34])=[CH:26]3)[C:9](=[O:11])[N:10]=1. The catalyst class is: 52.